This data is from Catalyst prediction with 721,799 reactions and 888 catalyst types from USPTO. The task is: Predict which catalyst facilitates the given reaction. (1) Reactant: [Cl:1][C:2]1[CH:3]=[CH:4][CH:5]=[C:6]2[C:11]=1[N:10]=[C:9]([C:12]1[CH:17]=[CH:16][CH:15]=[CH:14][C:13]=1[C:18]([F:21])([F:20])[F:19])[C:8]([CH:22]=[O:23])=[CH:7]2.[BH4-].[Na+]. Product: [Cl:1][C:2]1[CH:3]=[CH:4][CH:5]=[C:6]2[C:11]=1[N:10]=[C:9]([C:12]1[CH:17]=[CH:16][CH:15]=[CH:14][C:13]=1[C:18]([F:19])([F:20])[F:21])[C:8]([CH2:22][OH:23])=[CH:7]2. The catalyst class is: 1. (2) Reactant: [F:1][C:2]1[CH:7]=[C:6]([NH2:8])[CH:5]=[CH:4][C:3]=1[NH:9][CH2:10][CH2:11][CH2:12][N:13]1[CH2:18][CH2:17][O:16][CH2:15][CH2:14]1.C[Al](C)C.[NH:23](/[C:27](/[CH3:33])=[CH:28]\[C:29](OC)=[O:30])[C:24]([CH3:26])=O. Product: [F:1][C:2]1[CH:7]=[C:6]([N:8]2[C:29](=[O:30])[CH:28]=[C:27]([CH3:33])[N:23]=[C:24]2[CH3:26])[CH:5]=[CH:4][C:3]=1[NH:9][CH2:10][CH2:11][CH2:12][N:13]1[CH2:18][CH2:17][O:16][CH2:15][CH2:14]1. The catalyst class is: 2. (3) The catalyst class is: 1. Product: [Br:11][C:7]1[C:6]([O:12][CH3:13])=[C:5]([CH2:4][CH2:3][OH:2])[CH:10]=[CH:9][CH:8]=1. Reactant: C[O:2][C:3](=O)[CH2:4][C:5]1[CH:10]=[CH:9][CH:8]=[C:7]([Br:11])[C:6]=1[O:12][CH3:13].[Li+].[BH4-].CCOC(C)=O. (4) Reactant: C(O)(=O)C.[CH:5](N)=[NH:6].[NH2:8][N:9]1[C:13]([C:14]#[N:15])=[C:12]([C:16]2[CH:21]=[CH:20][C:19]([NH2:22])=[C:18]([F:23])[CH:17]=2)[C:11]([C:24]([O:26][CH2:27][CH3:28])=[O:25])=[CH:10]1. Product: [NH2:15][C:14]1[C:13]2=[C:12]([C:16]3[CH:21]=[CH:20][C:19]([NH2:22])=[C:18]([F:23])[CH:17]=3)[C:11]([C:24]([O:26][CH2:27][CH3:28])=[O:25])=[CH:10][N:9]2[N:8]=[CH:5][N:6]=1. The catalyst class is: 51.